Dataset: Reaction yield outcomes from USPTO patents with 853,638 reactions. Task: Predict the reaction yield, written as a fraction of the theoretical maximum amount of product (1.0 means a 100% yield; for example, 0.34 means a 34% yield). The reactants are [CH3:1][O:2][C:3]1[CH:8]=[CH:7][C:6]([NH:9][C:10]2[C:11](=[O:22])[NH:12][C:13](=[O:21])[C:14]=2[C:15]2[CH:20]=[CH:19][CH:18]=[CH:17][CH:16]=2)=[CH:5][CH:4]=1.[F:23][C:24]([F:29])([F:28])[CH2:25][CH2:26]O.N(C(OCC)=O)=NC(OCC)=O.C1(P(C2C=CC=CC=2)C2C=CC=CC=2)C=CC=CC=1. The yield is 0.770. The catalyst is C1COCC1. The product is [CH3:1][O:2][C:3]1[CH:4]=[CH:5][C:6]([NH:9][C:10]2[C:11](=[O:22])[N:12]([CH2:26][CH2:25][C:24]([F:29])([F:28])[F:23])[C:13](=[O:21])[C:14]=2[C:15]2[CH:20]=[CH:19][CH:18]=[CH:17][CH:16]=2)=[CH:7][CH:8]=1.